Predict the reaction yield, written as a fraction of the theoretical maximum amount of product (1.0 means a 100% yield; for example, 0.34 means a 34% yield). From a dataset of Reaction yield outcomes from USPTO patents with 853,638 reactions. (1) The reactants are [NH2:1][CH2:2][C:3]1[CH:4]=[C:5]([C:9]2[CH:10]=[C:11]3[C:16]([NH:17][C@@H:18]([CH:20]4[CH2:22][CH2:21]4)[CH3:19])=[C:15]([C:23]([NH2:25])=[O:24])[CH:14]=[N:13][N:12]3[CH:26]=2)[CH:6]=[CH:7][CH:8]=1.[C:27](O)(=[O:31])[CH:28]([CH3:30])[CH3:29].C(N(CC)CC)C.F[P-](F)(F)(F)(F)F.N1(O[P+](N(C)C)(N(C)C)N(C)C)C2C=CC=CC=2N=N1. The catalyst is CN(C=O)C. The product is [CH:20]1([C@H:18]([NH:17][C:16]2[C:11]3[N:12]([CH:26]=[C:9]([C:5]4[CH:6]=[CH:7][CH:8]=[C:3]([CH2:2][NH:1][C:27](=[O:31])[CH:28]([CH3:30])[CH3:29])[CH:4]=4)[CH:10]=3)[N:13]=[CH:14][C:15]=2[C:23]([NH2:25])=[O:24])[CH3:19])[CH2:22][CH2:21]1. The yield is 0.480. (2) The reactants are CC(OC(/N=N/C(OC(C)C)=O)=O)C.[F:15][C:16]([F:32])([F:31])[C:17]1[CH:18]=[CH:19][C:20]([C:23]2[N:28]=[CH:27][N:26]=[C:25]([CH2:29]O)[CH:24]=2)=[N:21][CH:22]=1.C1C=CC(P(C2C=CC=CC=2)C2C=CC=CC=2)=CC=1.[C:52]1(=[O:62])[C:60]2[C:55](=[CH:56][CH:57]=[CH:58][CH:59]=2)[C:54](=[O:61])[NH:53]1. The catalyst is C1COCC1. The product is [F:15][C:16]([F:32])([F:31])[C:17]1[CH:18]=[CH:19][C:20]([C:23]2[N:28]=[CH:27][N:26]=[C:25]([CH2:29][N:53]3[C:54](=[O:61])[C:55]4[C:60](=[CH:59][CH:58]=[CH:57][CH:56]=4)[C:52]3=[O:62])[CH:24]=2)=[N:21][CH:22]=1. The yield is 0.970. (3) The reactants are [F:1][C:2]1[CH:19]=[C:18]([F:20])[CH:17]=[CH:16][C:3]=1[CH2:4][NH:5][C:6](=O)[C:7]1[CH:12]=[CH:11][C:10]([CH2:13][CH3:14])=[CH:9][CH:8]=1.B. The catalyst is C1COCC1.C(OCC)C. The product is [F:1][C:2]1[CH:19]=[C:18]([F:20])[CH:17]=[CH:16][C:3]=1[CH2:4][NH:5][CH2:6][C:7]1[CH:12]=[CH:11][C:10]([CH2:13][CH3:14])=[CH:9][CH:8]=1. The yield is 0.940. (4) The reactants are [NH2:1][C:2]1[NH:3][C:4](=[O:13])[C:5]2[C:10]([I:11])=[CH:9][N:8]([CH3:12])[C:6]=2[N:7]=1.[H-].[Na+].I[CH3:17]. The catalyst is CN(C)C=O.O. The product is [NH2:1][C:2]1[N:3]([CH3:17])[C:4](=[O:13])[C:5]2[C:10]([I:11])=[CH:9][N:8]([CH3:12])[C:6]=2[N:7]=1. The yield is 0.760. (5) The reactants are [Cl-].[Al+3].[Cl-].[Cl-].[H-].[H-].[H-].[H-].[Li+].[Al+3].[OH:11][C:12]1[CH:28]=[CH:27][C:15]([C:16]2[O:17][C:18]3[C:23]([C:24](=O)[CH:25]=2)=[CH:22][CH:21]=[CH:20][CH:19]=3)=[CH:14][CH:13]=1. The catalyst is C1COCC1. The product is [O:17]1[C:18]2[C:23](=[CH:22][CH:21]=[CH:20][CH:19]=2)[CH2:24][CH:25]=[C:16]1[C:15]1[CH:14]=[CH:13][C:12]([OH:11])=[CH:28][CH:27]=1. The yield is 0.290. (6) The reactants are [NH2:1][C:2]1[S:6][C:5]([S:7][C:8]2[C:17]3[C:12](=[CH:13][C:14]([O:21][CH3:22])=[C:15]([C:18]([NH2:20])=[O:19])[CH:16]=3)[N:11]=[CH:10][CH:9]=2)=[CH:4][CH:3]=1.C1([O:29][C:30](=O)[NH:31][C:32]2[S:33][CH:34]=[CH:35][N:36]=2)C=CC=CC=1.C(OCC)(=O)C.O. The catalyst is CS(C)=O.CO. The product is [CH3:22][O:21][C:14]1[CH:13]=[C:12]2[C:17]([C:8]([S:7][C:5]3[S:6][C:2]([NH:1][C:30]([NH:31][C:32]4[S:33][CH:34]=[CH:35][N:36]=4)=[O:29])=[CH:3][CH:4]=3)=[CH:9][CH:10]=[N:11]2)=[CH:16][C:15]=1[C:18]([NH2:20])=[O:19]. The yield is 0.380. (7) The reactants are [AlH4-].[Li+].[OH:3][CH:4]1[CH2:9][CH2:8][CH:7]([C:10](OCC)=[O:11])[CH2:6][CH2:5]1. The catalyst is C1COCC1. The product is [OH:11][CH2:10][CH:7]1[CH2:8][CH2:9][CH:4]([OH:3])[CH2:5][CH2:6]1. The yield is 0.970.